Dataset: Reaction yield outcomes from USPTO patents with 853,638 reactions. Task: Predict the reaction yield, written as a fraction of the theoretical maximum amount of product (1.0 means a 100% yield; for example, 0.34 means a 34% yield). (1) The reactants are [CH3:1][Si:2]([CH3:15])([CH3:14])[CH2:3][CH2:4][O:5][CH2:6][N:7]1[CH:11]=[C:10]([C:12]#[N:13])[N:9]=[CH:8]1.[Br:16]N1C(=O)CCC1=O.N(C(C)(C)C#N)=NC(C)(C)C#N. The catalyst is C(Cl)(Cl)(Cl)Cl.CCOC(C)=O. The product is [Br:16][C:8]1[N:7]([CH2:6][O:5][CH2:4][CH2:3][Si:2]([CH3:15])([CH3:14])[CH3:1])[CH:11]=[C:10]([C:12]#[N:13])[N:9]=1. The yield is 0.770. (2) The reactants are [N:1]1[CH:6]=[CH:5][CH:4]=[C:3]([NH:7][C:8]([N:10]2[CH2:13][CH:12]([O:14][C:15]3[CH:20]=[CH:19][C:18](I)=[CH:17][N:16]=3)[CH2:11]2)=[O:9])[N:2]=1.[CH2:22]([O:29][CH2:30][CH2:31][O:32][C:33]1[CH:34]=[C:35](B2OC(C)(C)C(C)(C)O2)[CH:36]=[CH:37][CH:38]=1)[C:23]1[CH:28]=[CH:27][CH:26]=[CH:25][CH:24]=1. No catalyst specified. The product is [N:1]1[CH:6]=[CH:5][CH:4]=[C:3]([NH:7][C:8]([N:10]2[CH2:13][CH:12]([O:14][C:15]3[CH:20]=[CH:19][C:18]([C:35]4[CH:36]=[CH:37][CH:38]=[C:33]([O:32][CH2:31][CH2:30][O:29][CH2:22][C:23]5[CH:28]=[CH:27][CH:26]=[CH:25][CH:24]=5)[CH:34]=4)=[CH:17][N:16]=3)[CH2:11]2)=[O:9])[N:2]=1. The yield is 0.280. (3) The reactants are [Cl:1][C:2]1[CH:3]=[C:4]2[C:9](=[CH:10][CH:11]=1)[N:8]=[C:7]([CH2:12]Cl)[N:6]([C:14]1[CH:19]=[CH:18][CH:17]=[CH:16][C:15]=1[Cl:20])[C:5]2=[O:21].O.[SH:23][C:24]1[N:32]=[CH:31][N:30]=[C:29]2[C:25]=1[NH:26][CH:27]=[N:28]2.C([O-])([O-])=O.[K+].[K+]. The catalyst is CN(C=O)C. The product is [Cl:1][C:2]1[CH:3]=[C:4]2[C:9](=[CH:10][CH:11]=1)[N:8]=[C:7]([CH2:12][S:23][C:24]1[N:32]=[CH:31][N:30]=[C:29]3[C:25]=1[N:26]=[CH:27][NH:28]3)[N:6]([C:14]1[CH:19]=[CH:18][CH:17]=[CH:16][C:15]=1[Cl:20])[C:5]2=[O:21]. The yield is 0.420.